Dataset: Forward reaction prediction with 1.9M reactions from USPTO patents (1976-2016). Task: Predict the product of the given reaction. (1) Given the reactants [CH2:1]([O:3][C:4](=[O:19])[C:5]([CH3:18])([CH3:17])[CH2:6][C:7]1[NH:15][C:14]2[C:9](=[N:10][C:11]([Cl:16])=[CH:12][CH:13]=2)[CH:8]=1)[CH3:2].[Cl:20][C:21]1[CH:28]=[CH:27][C:24]([CH2:25]Cl)=[CH:23][CH:22]=1.C([O-])([O-])=O.[Cs+].[Cs+], predict the reaction product. The product is: [CH2:1]([O:3][C:4](=[O:19])[C:5]([CH3:18])([CH3:17])[CH2:6][C:7]1[N:15]([CH2:25][C:24]2[CH:27]=[CH:28][C:21]([Cl:20])=[CH:22][CH:23]=2)[C:14]2[C:9](=[N:10][C:11]([Cl:16])=[CH:12][CH:13]=2)[CH:8]=1)[CH3:2]. (2) The product is: [C:13]([O:12][C:11]([NH:10][C@H:8]([C:5]1[CH:6]=[CH:7][C:2]([C:25]([OH:27])=[O:26])=[CH:3][CH:4]=1)[CH3:9])=[O:17])([CH3:16])([CH3:15])[CH3:14]. Given the reactants Br[C:2]1[CH:7]=[CH:6][C:5]([C@@H:8]([NH:10][C:11](=[O:17])[O:12][C:13]([CH3:16])([CH3:15])[CH3:14])[CH3:9])=[CH:4][CH:3]=1.C[Li].C([Li])CCC.[C:25](=[O:27])=[O:26], predict the reaction product. (3) Given the reactants [F:1][C:2]1[CH:3]=[C:4]([N:37]([C:46]2[CH:51]=[CH:50][C:49]([F:52])=[CH:48][CH:47]=2)[C:38]([C:40]2([C:43]([NH2:45])=[O:44])[CH2:42][CH2:41]2)=[O:39])[CH:5]=[CH:6][C:7]=1[O:8][C:9]1[CH:14]=[CH:13][N:12]=[C:11]2[N:15](CC3C=CC(OC)=CC=3)[N:16]=[C:17]([C:18]3[CH:23]=[CH:22][CH:21]=[C:20]([C:24](=[O:27])[NH:25][CH3:26])[CH:19]=3)[C:10]=12.C(O)(C(F)(F)F)=O, predict the reaction product. The product is: [F:1][C:2]1[CH:3]=[C:4]([N:37]([C:46]2[CH:47]=[CH:48][C:49]([F:52])=[CH:50][CH:51]=2)[C:38]([C:40]2([C:43]([NH2:45])=[O:44])[CH2:42][CH2:41]2)=[O:39])[CH:5]=[CH:6][C:7]=1[O:8][C:9]1[CH:14]=[CH:13][N:12]=[C:11]2[NH:15][N:16]=[C:17]([C:18]3[CH:23]=[CH:22][CH:21]=[C:20]([C:24](=[O:27])[NH:25][CH3:26])[CH:19]=3)[C:10]=12. (4) The product is: [Si:38]([O:18][CH2:17][C@H:10]1[O:9][C@:8]([C:5]2[CH:6]=[CH:7][C:2]([Cl:1])=[C:3]([CH2:21][C:22]3[CH:27]=[CH:26][C:25]([O:28][C:29]([F:32])([F:30])[F:31])=[CH:24][CH:23]=3)[CH:4]=2)([O:19][CH3:20])[C@H:13]([OH:14])[C@@H:12]([OH:15])[C@@H:11]1[OH:16])([C:41]([CH3:44])([CH3:43])[CH3:42])([CH3:40])[CH3:39]. Given the reactants [Cl:1][C:2]1[CH:7]=[CH:6][C:5]([C@@:8]2([O:19][CH3:20])[C@H:13]([OH:14])[C@@H:12]([OH:15])[C@H:11]([OH:16])[C@@H:10]([CH2:17][OH:18])[O:9]2)=[CH:4][C:3]=1[CH2:21][C:22]1[CH:27]=[CH:26][C:25]([O:28][C:29]([F:32])([F:31])[F:30])=[CH:24][CH:23]=1.N1C=CN=C1.[Si:38](Cl)([C:41]([CH3:44])([CH3:43])[CH3:42])([CH3:40])[CH3:39].C(=O)(O)[O-].[Na+], predict the reaction product. (5) Given the reactants [NH2:1][C:2]1[N:6]([C:7]([C:9]2[CH:14]=[CH:13][C:12]([CH3:15])=[CH:11][CH:10]=2)=[O:8])[N:5]=[C:4]([NH:16][C:17]2[CH:22]=[CH:21][C:20]([O:23]CC3C=CC=CC=3)=[CH:19][CH:18]=2)[N:3]=1, predict the reaction product. The product is: [NH2:1][C:2]1[N:6]([C:7]([C:9]2[CH:10]=[CH:11][C:12]([CH3:15])=[CH:13][CH:14]=2)=[O:8])[N:5]=[C:4]([NH:16][C:17]2[CH:18]=[CH:19][C:20]([OH:23])=[CH:21][CH:22]=2)[N:3]=1. (6) The product is: [CH3:11][N:8]1[C:7]([CH2:12][OH:13])=[N:6][C:5]2[C:9]1=[N:10][C:2]([N:22]1[C:23]3[CH:29]=[CH:28][CH:27]=[CH:26][C:24]=3[N:25]=[C:21]1[CH3:20])=[N:3][C:4]=2[N:14]1[CH2:19][CH2:18][O:17][CH2:16][CH2:15]1. Given the reactants Cl[C:2]1[N:10]=[C:9]2[C:5]([N:6]=[C:7]([CH2:12][OH:13])[N:8]2[CH3:11])=[C:4]([N:14]2[CH2:19][CH2:18][O:17][CH2:16][CH2:15]2)[N:3]=1.[CH3:20][C:21]1[NH:22][C:23]2[CH:29]=[CH:28][CH:27]=[CH:26][C:24]=2[N:25]=1, predict the reaction product. (7) The product is: [OH:19][C@@H:3]1[C@@H:2]([NH:1][C:38]([C@@H:33]([NH:32][C:30]([C:22]2[O:23][C:24]3[C:25](=[N:26][CH:27]=[CH:28][CH:29]=3)[C:21]=2[CH3:20])=[O:31])[CH2:34][CH:35]([CH3:37])[CH3:36])=[O:39])[CH2:8][CH2:7][C@@H:6]([CH3:9])[N:5]([S:10]([C:13]2[CH:18]=[CH:17][CH:16]=[CH:15][N:14]=2)(=[O:12])=[O:11])[CH2:4]1. Given the reactants [NH2:1][C@H:2]1[CH2:8][CH2:7][C@@H:6]([CH3:9])[N:5]([S:10]([C:13]2[CH:18]=[CH:17][CH:16]=[CH:15][N:14]=2)(=[O:12])=[O:11])[CH2:4][C@@H:3]1[OH:19].[CH3:20][C:21]1[C:25]2=[N:26][CH:27]=[CH:28][CH:29]=[C:24]2[O:23][C:22]=1[C:30]([NH:32][C@H:33]([C:38](O)=[O:39])[CH2:34][CH:35]([CH3:37])[CH3:36])=[O:31].CN1CCOCC1.CCN=C=NCCCN(C)C.Cl, predict the reaction product.